This data is from Full USPTO retrosynthesis dataset with 1.9M reactions from patents (1976-2016). The task is: Predict the reactants needed to synthesize the given product. Given the product [CH3:1][CH:2]([CH3:36])[CH:3]([NH:8][C:9]([C:11]1[O:15][N:14]=[C:13]([C:16]2[CH:17]=[CH:18][C:19]([NH:22][C:23]([NH:25][C:26]3[CH:27]=[CH:28][C:29]([C:32]([F:34])([F:33])[F:35])=[CH:30][CH:31]=3)=[O:24])=[CH:20][CH:21]=2)[CH:12]=1)=[O:10])[C:4]([OH:6])=[O:5], predict the reactants needed to synthesize it. The reactants are: [CH3:1][CH:2]([CH3:36])[CH:3]([NH:8][C:9]([C:11]1[O:15][N:14]=[C:13]([C:16]2[CH:21]=[CH:20][C:19]([NH:22][C:23]([NH:25][C:26]3[CH:31]=[CH:30][C:29]([C:32]([F:35])([F:34])[F:33])=[CH:28][CH:27]=3)=[O:24])=[CH:18][CH:17]=2)[CH:12]=1)=[O:10])[C:4]([O:6]C)=[O:5].O.[OH-].[Li+].Cl.